This data is from CYP2C19 inhibition data for predicting drug metabolism from PubChem BioAssay. The task is: Regression/Classification. Given a drug SMILES string, predict its absorption, distribution, metabolism, or excretion properties. Task type varies by dataset: regression for continuous measurements (e.g., permeability, clearance, half-life) or binary classification for categorical outcomes (e.g., BBB penetration, CYP inhibition). Dataset: cyp2c19_veith. (1) The compound is CC(C)CO/N=C1/C[C@@H](O)[C@@H](O)[C@H]2[C@@H]1CC[C@@H]1C(=O)N(C[C@@H]3CCCO3)C(=O)[C@H]12. The result is 0 (non-inhibitor). (2) The drug is CCn1ccc(C(=O)NC2=C(C#N)CCC2)n1. The result is 0 (non-inhibitor). (3) The compound is CCc1ccccc1NC(=O)C1C(c2ccccc2)C1(Cl)Cl. The result is 1 (inhibitor). (4) The compound is COc1ccc2cc1Oc1ccc(cc1)C[C@H]1c3cc(c(OC)cc3CCN1C)Oc1c(OC)c(OC)cc3c1[C@@H](C2)N(C)CC3. The result is 0 (non-inhibitor). (5) The drug is O=C(c1ccccc1F)c1cn(CC(=O)N2CCOCC2)c2ccccc12. The result is 1 (inhibitor). (6) The compound is Cn1c(=O)c(-c2cccc(C#N)c2)nc2cnc(Oc3ccccc3)nc21. The result is 0 (non-inhibitor). (7) The molecule is CC(C)Cn1cnc2c(SCc3ccccn3)nc(N)nc21. The result is 0 (non-inhibitor). (8) The molecule is c1ccc(C(CCN2CC3CCC(CC3)C2)c2ccccc2)cc1. The result is 0 (non-inhibitor). (9) The molecule is CSc1nc(Cl)cc(N(CCO)CCO)n1. The result is 0 (non-inhibitor).